Dataset: Full USPTO retrosynthesis dataset with 1.9M reactions from patents (1976-2016). Task: Predict the reactants needed to synthesize the given product. (1) Given the product [C:20]([O:23][C:24](=[O:25])[NH:7][CH2:6][C:5]1[CH:8]=[CH:9][C:2]([I:1])=[CH:3][CH:4]=1)([CH3:22])([CH3:21])[CH3:19], predict the reactants needed to synthesize it. The reactants are: [I:1][C:2]1[CH:9]=[CH:8][C:5]([CH2:6][NH2:7])=[CH:4][CH:3]=1.CCN(C(C)C)C(C)C.[CH3:19][C:20]([O:23][C:24](O[C:24]([O:23][C:20]([CH3:22])([CH3:21])[CH3:19])=[O:25])=[O:25])([CH3:22])[CH3:21]. (2) Given the product [CH2:1]([O:8][C:9]1[CH:14]=[C:13]2[C:12](=[CH:11][C:10]=1[F:22])[NH:19][C:16]([CH3:17])=[CH:15]2)[C:2]1[CH:7]=[CH:6][CH:5]=[CH:4][CH:3]=1, predict the reactants needed to synthesize it. The reactants are: [CH2:1]([O:8][C:9]1[C:10]([F:22])=[CH:11][C:12]([N+:19]([O-])=O)=[C:13]([CH2:15][C:16](=O)[CH3:17])[CH:14]=1)[C:2]1[CH:7]=[CH:6][CH:5]=[CH:4][CH:3]=1.[C]=O. (3) Given the product [OH:11][C:10]1[C:4]2[C:3](=[CH:2][CH:1]=[CH:6][CH:5]=2)[C:13]([OH:14])=[N:16][N:15]=1, predict the reactants needed to synthesize it. The reactants are: [CH:1]1[C:6](C(O)=O)=[CH:5][C:4]2[C:10](O[C:13](=[O:14])[C:3]=2[CH:2]=1)=[O:11].[NH2:15][NH2:16].C(O)C.C(O)(C)C. (4) Given the product [F:34][C:24]([F:23])([F:33])[C:25]([N:27]1[CH2:32][CH2:31][N:30]([C:18]([C:12]2[S:13][C:14]3[CH2:15][CH2:16][O:17][C:8]4[CH:7]=[C:6]([C:4]5[CH:3]=[N:2][NH:1][CH:5]=5)[CH:22]=[CH:21][C:9]=4[C:10]=3[N:11]=2)=[O:20])[CH2:29][CH2:28]1)=[O:26], predict the reactants needed to synthesize it. The reactants are: [NH:1]1[CH:5]=[C:4]([C:6]2[CH:22]=[CH:21][C:9]3[C:10]4[N:11]=[C:12]([C:18]([OH:20])=O)[S:13][C:14]=4[CH2:15][CH2:16][O:17][C:8]=3[CH:7]=2)[CH:3]=[N:2]1.[F:23][C:24]([F:34])([F:33])[C:25]([N:27]1[CH2:32][CH2:31][NH:30][CH2:29][CH2:28]1)=[O:26]. (5) Given the product [N:8]1([C:6]2[CH:5]=[CH:4][N:3]=[C:2]([Sn:24]([CH2:25][CH2:26][CH2:27][CH3:28])([CH2:29][CH2:30][CH2:31][CH3:32])[CH2:20][CH2:21][CH2:22][CH3:23])[CH:7]=2)[CH:12]=[CH:11][CH:10]=[CH:9]1, predict the reactants needed to synthesize it. The reactants are: Br[C:2]1[CH:7]=[C:6]([N:8]2[CH:12]=[CH:11][CH:10]=[CH:9]2)[CH:5]=[CH:4][N:3]=1.[Cl-].[Li+].C([Mg]Cl)(C)C.[CH2:20]([Sn:24](Cl)([CH2:29][CH2:30][CH2:31][CH3:32])[CH2:25][CH2:26][CH2:27][CH3:28])[CH2:21][CH2:22][CH3:23]. (6) Given the product [C:4]([C:7]12[CH2:16][CH:11]3[CH2:12][CH:13]([CH2:15][CH:9]([N:10]3[C:17]([O:19][C:20]([CH3:23])([CH3:22])[CH3:21])=[O:18])[CH2:8]1)[CH2:14]2)#[N:5], predict the reactants needed to synthesize it. The reactants are: C(Cl)Cl.[C:4]([C:7]12[CH2:16][CH:11]3[CH2:12][CH:13]([CH2:15][CH:9]([N:10]3[C:17]([O:19][C:20]([CH3:23])([CH3:22])[CH3:21])=[O:18])[CH2:8]1)[CH2:14]2)(=O)[NH2:5].C(N(CC)CC)C.FC(F)(F)C(OC(=O)C(F)(F)F)=O. (7) The reactants are: [NH2:1][C:2]1[CH:10]=[CH:9][C:5]([C:6]([OH:8])=[O:7])=[CH:4][CH:3]=1.Cl.[CH:12](=O)/[CH:13]=[CH:14]/[CH3:15].N. Given the product [CH3:15][C:14]1[CH:13]=[CH:12][C:10]2[C:2](=[CH:3][CH:4]=[C:5]([C:6]([OH:8])=[O:7])[CH:9]=2)[N:1]=1, predict the reactants needed to synthesize it. (8) Given the product [F:1][CH:2]([F:28])[C:3]1[N:8]2[N:9]=[CH:10][C:11]([C:12]3[O:13][N:36]=[C:34]([C:33]4[CH:38]=[CH:39][C:30]([NH2:29])=[N:31][CH:32]=4)[N:35]=3)=[C:7]2[N:6]=[C:5]([C:15]2[CH:20]=[CH:19][C:18]([C:21]([F:24])([F:23])[F:22])=[C:17]([O:25][CH2:26][CH3:27])[CH:16]=2)[CH:4]=1, predict the reactants needed to synthesize it. The reactants are: [F:1][CH:2]([F:28])[C:3]1[N:8]2[N:9]=[CH:10][C:11]([C:12](O)=[O:13])=[C:7]2[N:6]=[C:5]([C:15]2[CH:20]=[CH:19][C:18]([C:21]([F:24])([F:23])[F:22])=[C:17]([O:25][CH2:26][CH3:27])[CH:16]=2)[CH:4]=1.[NH2:29][C:30]1[CH:39]=[CH:38][C:33]([C:34]([NH:36]O)=[NH:35])=[CH:32][N:31]=1. (9) Given the product [Cl:17][CH2:16][CH2:15][O:1][C:2]1[CH:3]=[C:4]([CH:7]=[CH:8][C:9]=1[O:10][CH:11]([F:12])[F:13])[CH:5]=[O:6], predict the reactants needed to synthesize it. The reactants are: [OH:1][C:2]1[CH:3]=[C:4]([CH:7]=[CH:8][C:9]=1[O:10][CH:11]([F:13])[F:12])[CH:5]=[O:6].Br[CH2:15][CH2:16][Cl:17].C([O-])([O-])=O.[Cs+].[Cs+].